From a dataset of Forward reaction prediction with 1.9M reactions from USPTO patents (1976-2016). Predict the product of the given reaction. (1) Given the reactants [NH:1]1[CH:5]=[C:4]([C:6]2[CH:11]=[N:10][N:9]3[C:12]([C:15]4[CH:16]=[C:17]([NH:21][C:22]([NH:24][CH2:25][C:26]([F:29])([F:28])[F:27])=[O:23])[CH:18]=[CH:19][CH:20]=4)=[CH:13][N:14]=[C:8]3[CH:7]=2)[CH:3]=[N:2]1.[O:30]1[CH:34]=[CH:33][CH:32]=[C:31]1[CH:35]=[CH:36][C:37]#[N:38], predict the reaction product. The product is: [C:37]([CH2:36][CH:35]([N:1]1[CH:5]=[C:4]([C:6]2[CH:11]=[N:10][N:9]3[C:12]([C:15]4[CH:16]=[C:17]([NH:21][C:22]([NH:24][CH2:25][C:26]([F:28])([F:27])[F:29])=[O:23])[CH:18]=[CH:19][CH:20]=4)=[CH:13][N:14]=[C:8]3[CH:7]=2)[CH:3]=[N:2]1)[C:31]1[O:30][CH:34]=[CH:33][CH:32]=1)#[N:38]. (2) The product is: [C:1]([C:5]1[CH:10]=[C:9]([NH:11][S:12]([CH3:15])(=[O:14])=[O:13])[C:8]([O:16][CH3:17])=[C:7]([NH:18][C:19]([NH:21][C:22]2[C:31]3[C:26](=[CH:27][CH:28]=[CH:29][CH:30]=3)[C:25]([O:32][C:33]3[CH:38]=[CH:37][N:36]=[C:35]([NH:45][C:44]4[CH:46]=[C:47]([S:49]([CH2:52][CH2:53][O:54][CH2:55][CH2:56][O:57][CH2:58][CH2:59][O:60][CH3:61])(=[O:50])=[O:51])[CH:48]=[C:42]([O:41][CH3:40])[CH:43]=4)[CH:34]=3)=[CH:24][CH:23]=2)=[O:20])[CH:6]=1)([CH3:4])([CH3:3])[CH3:2]. Given the reactants [C:1]([C:5]1[CH:6]=[C:7]([NH:18][C:19]([NH:21][C:22]2[C:31]3[C:26](=[CH:27][CH:28]=[CH:29][CH:30]=3)[C:25]([O:32][C:33]3[CH:38]=[CH:37][N:36]=[C:35](Cl)[CH:34]=3)=[CH:24][CH:23]=2)=[O:20])[C:8]([O:16][CH3:17])=[C:9]([NH:11][S:12]([CH3:15])(=[O:14])=[O:13])[CH:10]=1)([CH3:4])([CH3:3])[CH3:2].[CH3:40][O:41][C:42]1[CH:43]=[C:44]([CH:46]=[C:47]([S:49]([CH2:52][CH2:53][O:54][CH2:55][CH2:56][O:57][CH2:58][CH2:59][O:60][CH3:61])(=[O:51])=[O:50])[CH:48]=1)[NH2:45].C([O-])([O-])=O.[K+].[K+].CC(C1C=C(C(C)C)C(C2C(P(C3CCCCC3)C3CCCCC3)=C(OC)C=CC=2OC)=C(C(C)C)C=1)C, predict the reaction product. (3) Given the reactants [NH2:1][C:2]1[N:11]=[CH:10][C:9]2[C:4](=[CH:5][C:6]([O:19][CH3:20])=[C:7]([C:12]3[CH:17]=[CH:16][CH:15]=[CH:14][C:13]=3[CH3:18])[CH:8]=2)[N:3]=1.I[C:22]1[CH:27]=[CH:26][CH:25]=[CH:24][CH:23]=1.CC1(C)C2C=CC=C(P(C3C=CC=CC=3)C3C=CC=CC=3)C=2OC2C1=CC=CC=2P(C1C=CC=CC=1)C1C=CC=CC=1.C(=O)([O-])[O-].[Cs+].[Cs+], predict the reaction product. The product is: [NH:1]([C:2]1[N:11]=[CH:10][C:9]2[C:4](=[CH:5][C:6]([O:19][CH3:20])=[C:7]([C:12]3[CH:17]=[CH:16][CH:15]=[CH:14][C:13]=3[CH3:18])[CH:8]=2)[N:3]=1)[C:22]1[CH:27]=[CH:26][CH:25]=[CH:24][CH:23]=1. (4) Given the reactants CN(C)[CH:3]=[O:4].ClCCCl.P(Cl)(Cl)(Cl)=O.[CH3:15][C:16]1[C:20]([CH3:21])=[CH:19][NH:18][CH:17]=1, predict the reaction product. The product is: [CH3:15][C:16]1[C:20]([CH3:21])=[CH:19][NH:18][C:17]=1[CH:3]=[O:4]. (5) Given the reactants [CH:1]1([O:6]/[N:7]=[C:8](\[C:12]2[CH:17]=[CH:16][C:15]([Cl:18])=[C:14]([Cl:19])[CH:13]=2)/[C:9]([OH:11])=O)[CH2:5][CH2:4][CH2:3][CH2:2]1.C(N(CC)C(C)C)(C)C.[CH3:29][N:30]1[CH:34]=[CH:33][C:32]([NH2:35])=[N:31]1, predict the reaction product. The product is: [CH:1]1([O:6]/[N:7]=[C:8](\[C:12]2[CH:17]=[CH:16][C:15]([Cl:18])=[C:14]([Cl:19])[CH:13]=2)/[C:9]([NH:35][C:32]2[CH:33]=[CH:34][N:30]([CH3:29])[N:31]=2)=[O:11])[CH2:2][CH2:3][CH2:4][CH2:5]1. (6) The product is: [Cl:1][C:2]1[CH:3]=[CH:4][C:5]([C:6]([NH:8][CH:9]([CH2:13][C:14]2[C:23]3[C:18](=[CH:19][CH:20]=[CH:21][CH:22]=3)[NH:17][C:16](=[O:24])[CH:15]=2)[C:10]([S:11][CH:28]2[CH2:32][CH2:31][CH2:30][CH2:29]2)=[O:12])=[O:7])=[CH:25][CH:26]=1. Given the reactants [Cl:1][C:2]1[CH:26]=[CH:25][C:5]([C:6]([NH:8][CH:9]([CH2:13][C:14]2[C:23]3[C:18](=[CH:19][CH:20]=[CH:21][CH:22]=3)[NH:17][C:16](=[O:24])[CH:15]=2)[C:10]([OH:12])=[S:11])=[O:7])=[CH:4][CH:3]=1.Cl[CH:28]1[CH2:32][CH2:31][CH2:30][CH2:29]1, predict the reaction product.